This data is from Catalyst prediction with 721,799 reactions and 888 catalyst types from USPTO. The task is: Predict which catalyst facilitates the given reaction. (1) Reactant: [F:1][C:2]1[CH:7]=[CH:6][C:5]([N:8]2[C:16]3[CH:15]=[C:14]4[CH2:17][CH2:18][CH2:19][CH:20]5[CH2:25][C:24]([O:30][Si:31]([CH2:36][CH3:37])([CH2:34][CH3:35])[CH2:32][CH3:33])([C:26]([F:29])([F:28])[F:27])[CH2:23][CH2:22][C:21]5([CH:38]=[O:39])[C:13]4=[CH:12][C:11]=3[CH:10]=[N:9]2)=[CH:4][CH:3]=1.P([O-])(O)(O)=[O:41].[Na+].CC(=CC)C.Cl([O-])=O.[Na+]. Product: [F:1][C:2]1[CH:7]=[CH:6][C:5]([N:8]2[C:16]3[CH:15]=[C:14]4[CH2:17][CH2:18][CH2:19][CH:20]5[CH2:25][C:24]([O:30][Si:31]([CH2:36][CH3:37])([CH2:32][CH3:33])[CH2:34][CH3:35])([C:26]([F:29])([F:27])[F:28])[CH2:23][CH2:22][C:21]5([C:38]([OH:41])=[O:39])[C:13]4=[CH:12][C:11]=3[CH:10]=[N:9]2)=[CH:4][CH:3]=1. The catalyst class is: 878. (2) Reactant: [CH3:1][NH:2][CH3:3].C1COCC1.CCN(C(C)C)C(C)C.[Cl:18][C:19]1[CH:20]=[C:21]([S:26](Cl)(=[O:28])=[O:27])[CH:22]=[CH:23][C:24]=1[F:25].Cl. Product: [Cl:18][C:19]1[CH:20]=[C:21]([S:26]([N:2]([CH3:3])[CH3:1])(=[O:27])=[O:28])[CH:22]=[CH:23][C:24]=1[F:25]. The catalyst class is: 34.